This data is from Forward reaction prediction with 1.9M reactions from USPTO patents (1976-2016). The task is: Predict the product of the given reaction. (1) Given the reactants [C:1]([C:3]1[CH:8]=[CH:7][C:6]([C:9]2[N:10]=[C:11]([CH:14]([CH2:19][C:20]3[CH:25]=[CH:24][CH:23]=[CH:22][CH:21]=3)[C:15]([O:17]C)=[O:16])[NH:12][CH:13]=2)=[CH:5][CH:4]=1)#[N:2].[OH-].[Na+].Cl, predict the reaction product. The product is: [C:1]([C:3]1[CH:4]=[CH:5][C:6]([C:9]2[N:10]=[C:11]([CH:14]([CH2:19][C:20]3[CH:25]=[CH:24][CH:23]=[CH:22][CH:21]=3)[C:15]([OH:17])=[O:16])[NH:12][CH:13]=2)=[CH:7][CH:8]=1)#[N:2]. (2) Given the reactants [CH3:1][C:2]([C:4]1[CH:5]=[CH:6][CH:7]=[C:8]([OH:10])[CH:9]=1)=[O:3].[BH4-].[Na+].Cl, predict the reaction product. The product is: [OH:3][CH:2]([C:4]1[CH:9]=[C:8]([OH:10])[CH:7]=[CH:6][CH:5]=1)[CH3:1].